This data is from CYP2C9 inhibition data for predicting drug metabolism from PubChem BioAssay. The task is: Regression/Classification. Given a drug SMILES string, predict its absorption, distribution, metabolism, or excretion properties. Task type varies by dataset: regression for continuous measurements (e.g., permeability, clearance, half-life) or binary classification for categorical outcomes (e.g., BBB penetration, CYP inhibition). Dataset: cyp2c9_veith. (1) The drug is CCCS(=O)(=O)N1CCCC(C(=O)NCCCN(C)Cc2ccccc2)C1. The result is 0 (non-inhibitor). (2) The compound is O=C(CSc1nc2ccccc2s1)N1c2ccccc2Sc2ccccc21. The result is 1 (inhibitor). (3) The drug is N=C(N)c1ccc(OCCCCCOc2ccc(C(=N)N)cc2)cc1.O=S([O-])OCCO.O=S([O-])OCCO. The result is 0 (non-inhibitor).